This data is from Forward reaction prediction with 1.9M reactions from USPTO patents (1976-2016). The task is: Predict the product of the given reaction. Given the reactants [Br:1][C:2]1[CH:7]=[CH:6][C:5]([C:8]2[CH:9]=[N:10][NH:11][CH:12]=2)=[CH:4][CH:3]=1.C(=O)([O-])[O-].[Cs+].[Cs+].Br[CH2:20][CH2:21][O:22][CH:23]1[CH2:28][CH2:27][CH2:26][CH2:25][O:24]1, predict the reaction product. The product is: [Br:1][C:2]1[CH:3]=[CH:4][C:5]([C:8]2[CH:12]=[N:11][N:10]([CH2:20][CH2:21][O:22][CH:23]3[CH2:28][CH2:27][CH2:26][CH2:25][O:24]3)[CH:9]=2)=[CH:6][CH:7]=1.